From a dataset of Reaction yield outcomes from USPTO patents with 853,638 reactions. Predict the reaction yield, written as a fraction of the theoretical maximum amount of product (1.0 means a 100% yield; for example, 0.34 means a 34% yield). (1) The reactants are [C:1]([O:5][C:6]([NH:8][C@H:9]([CH2:16][OH:17])[CH2:10][CH2:11][C:12]([O:14][CH3:15])=[O:13])=[O:7])([CH3:4])([CH3:3])[CH3:2].[C:18]1([CH3:28])[CH:23]=[CH:22][C:21]([S:24](Cl)(=[O:26])=[O:25])=[CH:20][CH:19]=1.C(N(CC)CC)C. The catalyst is C(Cl)Cl. The product is [C:1]([O:5][C:6]([NH:8][C@H:9]([CH2:16][O:17][S:24]([C:21]1[CH:22]=[CH:23][C:18]([CH3:28])=[CH:19][CH:20]=1)(=[O:26])=[O:25])[CH2:10][CH2:11][C:12]([O:14][CH3:15])=[O:13])=[O:7])([CH3:2])([CH3:4])[CH3:3]. The yield is 0.540. (2) The reactants are [NH2:1][C:2]1[CH:3]=[CH:4][C:5]([O:8][CH3:9])=[N:6][CH:7]=1.[C:10](OC)(=[O:13])[C:11]#[CH:12].C(OCC)C. The catalyst is CO.C1C=CC(C2C=CC=CC=2)=CC=1.C1C=CC(OC2C=CC=CC=2)=CC=1. The product is [OH:13][C:10]1[C:7]2[C:2](=[CH:3][CH:4]=[C:5]([O:8][CH3:9])[N:6]=2)[N:1]=[CH:12][CH:11]=1. The yield is 0.700. (3) The reactants are [N+]([C:4]1[CH:5]=C2C(=C[CH:13]=1)C(=O)NN=C2Br)([O-])=O.[N+:16]([C:19]1[CH:28]=[C:27]2[C:22]([C:23]([Br:30])=[N:24][NH:25][C:26]2=[O:29])=[CH:21][CH:20]=1)([O-:18])=[O:17].[H-].[Na+].BrC(C)C. The catalyst is CN(C=O)C. The product is [N+:16]([C:19]1[CH:28]=[C:27]2[C:22]([C:23]([Br:30])=[N:24][N:25]([CH:4]([CH3:5])[CH3:13])[C:26]2=[O:29])=[CH:21][CH:20]=1)([O-:18])=[O:17]. The yield is 0.400. (4) The reactants are [CH3:1][O:2][C:3]1[CH:28]=[CH:27][C:6]([CH2:7][N:8]([C:22]2[S:23][CH:24]=[CH:25][N:26]=2)[S:9]([C:12]2[CH:13]=[CH:14][C:15]3[NH:20][CH2:19][CH2:18][O:17][C:16]=3[CH:21]=2)(=[O:11])=[O:10])=[CH:5][CH:4]=1.CC1(C)C2C(=C(P(C3C=CC=CC=3)C3C=CC=CC=3)C=CC=2)OC2C(P(C3C=CC=CC=3)C3C=CC=CC=3)=CC=CC1=2.[Br:71][C:72]1[CH:73]=[CH:74][C:75](I)=[C:76]([CH:79]=1)[C:77]#[N:78].CC(C)([O-])C.[Na+]. The catalyst is C1(C)C=CC=CC=1.C1C=CC(/C=C/C(/C=C/C2C=CC=CC=2)=O)=CC=1.C1C=CC(/C=C/C(/C=C/C2C=CC=CC=2)=O)=CC=1.C1C=CC(/C=C/C(/C=C/C2C=CC=CC=2)=O)=CC=1.[Pd].[Pd]. The product is [Br:71][C:72]1[CH:73]=[CH:74][C:75]([N:20]2[CH2:19][CH2:18][O:17][C:16]3[CH:21]=[C:12]([S:9]([N:8]([CH2:7][C:6]4[CH:5]=[CH:4][C:3]([O:2][CH3:1])=[CH:28][CH:27]=4)[C:22]4[S:23][CH:24]=[CH:25][N:26]=4)(=[O:11])=[O:10])[CH:13]=[CH:14][C:15]2=3)=[C:76]([C:77]#[N:78])[CH:79]=1. The yield is 0.542. (5) The reactants are [C:1]1([CH3:11])[CH:6]=[CH:5][C:4]([S:7](Cl)(=[O:9])=[O:8])=[CH:3][CH:2]=1.[NH2:12][C:13]1[CH:14]=[C:15]2[C:19](=[CH:20][CH:21]=1)[NH:18][CH:17]=[C:16]2[CH2:22][CH2:23][CH2:24][N:25]1[CH2:30][CH2:29][N:28]([C:31]2[C:36]([O:37][CH3:38])=[CH:35][N:34]=[CH:33][N:32]=2)[CH2:27][CH2:26]1.C(N(CC)CC)C.C(Cl)Cl.CO. The catalyst is C1COCC1. The product is [CH3:11][C:1]1[CH:6]=[CH:5][C:4]([S:7]([NH:12][C:13]2[CH:14]=[C:15]3[C:19](=[CH:20][CH:21]=2)[NH:18][CH:17]=[C:16]3[CH2:22][CH2:23][CH2:24][N:25]2[CH2:30][CH2:29][N:28]([C:31]3[C:36]([O:37][CH3:38])=[CH:35][N:34]=[CH:33][N:32]=3)[CH2:27][CH2:26]2)(=[O:9])=[O:8])=[CH:3][CH:2]=1. The yield is 0.570. (6) The reactants are C[C:2]([CH3:5])([O-:4])C.[K+].[CH2:7]([O:14][C:15]1[CH:22]=[CH:21][C:18]([CH:19]=O)=[CH:17][CH:16]=1)[C:8]1[CH:13]=[CH:12][CH:11]=[CH:10][CH:9]=1.C1C[O:26][CH2:25][CH2:24]1. No catalyst specified. The product is [CH2:7]([O:14][C:15]1[CH:22]=[CH:21][C:18](/[CH:19]=[CH:24]/[C:25]([O:4][CH2:2][CH3:5])=[O:26])=[CH:17][CH:16]=1)[C:8]1[CH:13]=[CH:12][CH:11]=[CH:10][CH:9]=1. The yield is 0.950.